This data is from Full USPTO retrosynthesis dataset with 1.9M reactions from patents (1976-2016). The task is: Predict the reactants needed to synthesize the given product. (1) Given the product [O:12]=[C:10]([C:2]1[CH:7]=[CH:6][CH:5]=[CH:4][CH:3]=1)[C:9]([O:24][C@@H:25]1[CH2:30][C@H:29]([CH3:31])[CH2:28][CH2:27][C@H:26]1[CH:32]([CH3:33])[CH3:34])=[O:23], predict the reactants needed to synthesize it. The reactants are: Br[C:2]1[CH:7]=[CH:6][CH:5]=[CH:4][CH:3]=1.[Mg].[C:9]([O:24][C@@H:25]1[CH2:30][C@H:29]([CH3:31])[CH2:28][CH2:27][C@H:26]1[CH:32]([CH3:34])[CH3:33])(=[O:23])[C:10]([O:12][C@@H]1C[C@H](C)CC[C@H]1C(C)C)=O. (2) Given the product [Cl:2][C:3]1[CH:4]=[C:5]2[C:11]([C:12]3[N:17]=[C:16]([NH:18][C@H:19]4[CH2:24][CH2:23][CH2:22][N:21]([C:40]([NH:42][CH:43]([CH3:48])[CH3:44])=[O:61])[CH2:20]4)[C:15]([F:25])=[CH:14][N:13]=3)=[CH:10][NH:9][C:6]2=[N:7][CH:8]=1, predict the reactants needed to synthesize it. The reactants are: Cl.[Cl:2][C:3]1[CH:4]=[C:5]2[C:11]([C:12]3[N:17]=[C:16]([NH:18][C@H:19]4[CH2:24][CH2:23][CH2:22][NH:21][CH2:20]4)[C:15]([F:25])=[CH:14][N:13]=3)=[CH:10][NH:9][C:6]2=[N:7][CH:8]=1.ClC1C=C2C(C3N=[C:40]([NH:42][C@H:43]4[CH2:48]CCN[CH2:44]4)C(F)=CN=3)=CNC2=NC=1.C(N(C(C)C)CC)(C)C.N(CCC)=C=[O:61]. (3) Given the product [CH3:1][C@@:2]12[C@@H:22]([C@@:23]([OH:33])([C@H:25]([OH:32])[CH2:26][CH2:27][C:28]([OH:31])([CH3:29])[CH3:30])[CH3:24])[CH2:21][CH2:20][C@@:19]1([OH:34])[C:6]1=[CH:7][C:8]([C@@H:10]3[CH2:15][C@@H:14]([OH:16])[C@@H:13]([OH:17])[CH2:12][C@:11]3([CH3:18])[C@H:5]1[CH2:4][CH2:3]2)=[O:9].[CH3:64][CH:62]([CH2:61][CH2:60][C@@H:59]([OH:66])[C@:57]([OH:67])([C@@H:56]1[C@@:36]2([CH3:35])[CH2:37][CH2:38][C@@H:39]3[C@@:45]4([CH3:52])[CH2:46][C@H:47]([OH:51])[C@H:48]([OH:50])[CH2:49][C@H:44]4[C:42](=[O:43])[CH:41]=[C:40]3[C@:53]2([OH:68])[CH2:54][CH2:55]1)[CH3:58])[CH3:63], predict the reactants needed to synthesize it. The reactants are: [CH3:1][C@@:2]12[C@@H:22]([C@@:23]([OH:33])([C@H:25]([OH:32])[CH2:26][CH2:27][C:28]([OH:31])([CH3:30])[CH3:29])[CH3:24])[CH2:21][CH2:20][C@@:19]1([OH:34])[C:6]1=[CH:7][C:8]([C@@H:10]3[CH2:15][C@@H:14]([OH:16])[C@@H:13]([OH:17])[CH2:12][C@:11]3([CH3:18])[C@H:5]1[CH2:4][CH2:3]2)=[O:9].[CH3:35][C@@:36]12[C@@H:56]([C@@:57]([OH:67])([C@H:59]([OH:66])[CH2:60][CH2:61][C:62](O)([CH3:64])[CH3:63])[CH3:58])[CH2:55][CH2:54][C@@:53]1([OH:68])[C:40]1=[CH:41][C:42]([C@@H:44]3[CH2:49][C@@H:48]([OH:50])[C@@H:47]([OH:51])[CH2:46][C@:45]3([CH3:52])[C@H:39]1[C@H:38](O)[CH2:37]2)=[O:43].